This data is from Reaction yield outcomes from USPTO patents with 853,638 reactions. The task is: Predict the reaction yield, written as a fraction of the theoretical maximum amount of product (1.0 means a 100% yield; for example, 0.34 means a 34% yield). (1) The reactants are [NH2:1][C:2]1[CH:7]=[CH:6][C:5]([N:8]([C:10]2[C:19]3[C:14](=[CH:15][CH:16]=[CH:17][CH:18]=3)[N:13]=[C:12]([CH3:20])[N:11]=2)[CH3:9])=[CH:4][CH:3]=1.C([O-])([O-])=O.[K+].[K+].[O-]S([O-])(=O)=O.[Na+].[Na+].Cl[C:35]([O:37][CH3:38])=[O:36]. The catalyst is C1COCC1.C(OCC)(=O)C.O. The product is [CH3:20][C:12]1[N:11]=[C:10]([N:8]([C:5]2[CH:6]=[CH:7][C:2]([NH:1][C:35]([O:37][CH3:38])=[O:36])=[CH:3][CH:4]=2)[CH3:9])[C:19]2[C:14](=[CH:15][CH:16]=[CH:17][CH:18]=2)[N:13]=1. The yield is 0.710. (2) The reactants are Cl[C:2]1[CH:3]=[C:4]2[CH:10]=[CH:9][NH:8][C:5]2=[N:6][CH:7]=1.CO.[OH-].[K+].[CH2:15]([O:22][C:23](=[O:35])[NH:24][C:25]1[CH:30]=[CH:29][C:28]([F:31])=[C:27]([CH:32]=[O:33])[C:26]=1[F:34])[C:16]1[CH:21]=[CH:20][CH:19]=[CH:18][CH:17]=1.Cl. No catalyst specified. The product is [CH2:15]([O:22][C:23](=[O:35])[NH:24][C:25]1[CH:30]=[CH:29][C:28]([F:31])=[C:27]([CH:32]([OH:33])[C:10]2[C:4]3[C:5](=[N:6][CH:7]=[CH:2][CH:3]=3)[NH:8][CH:9]=2)[C:26]=1[F:34])[C:16]1[CH:21]=[CH:20][CH:19]=[CH:18][CH:17]=1. The yield is 0.460. (3) The reactants are [CH3:1][N:2]([CH3:21])[CH2:3][CH2:4][CH2:5][C:6]1[CH:10]=[C:9]([C:11]2[CH:16]=[CH:15][C:14]([O:17][CH3:18])=[CH:13][CH:12]=2)[NH:8][C:7]=1[CH:19]=[O:20].[I:22][CH3:23]. The catalyst is ClCCl. The product is [I-:22].[CH:19]([C:7]1[NH:8][C:9]([C:11]2[CH:16]=[CH:15][C:14]([O:17][CH3:18])=[CH:13][CH:12]=2)=[CH:10][C:6]=1[CH2:5][CH2:4][CH2:3][N+:2]([CH3:23])([CH3:1])[CH3:21])=[O:20]. The yield is 0.769.